This data is from hERG Central: cardiac toxicity at 1µM, 10µM, and general inhibition. The task is: Predict hERG channel inhibition at various concentrations. (1) The compound is Cc1nc2sc(C(c3ccc(Cl)cc3)N3CCN(C(=O)c4ccco4)CC3)c(O)n2n1. Results: hERG_inhib (hERG inhibition (general)): blocker. (2) The compound is CCOc1cc(N2CCOCC2)c(OCC)cc1NC(=O)CN1C(=O)NC2(CCCCCCC2)C1=O. Results: hERG_inhib (hERG inhibition (general)): blocker.